Dataset: Experimentally validated miRNA-target interactions with 360,000+ pairs, plus equal number of negative samples. Task: Binary Classification. Given a miRNA mature sequence and a target amino acid sequence, predict their likelihood of interaction. (1) The miRNA is hsa-miR-548n with sequence CAAAAGUAAUUGUGGAUUUUGU. The protein sequence of the target gene is MDTSTNLDIGAQLIVEECPSTYSLTGMPDIKIEHPLDPNSEEGSAQGVAMGMKFILPNRFDMNVCSRFVKSLNEEDSKNIQDQVNSDLEVASVLFKAECNIHTSPSPGIQVRHVYTPSTTKHFSPIKQSTTLTNKHRGNEVSTTPLLANSLSVHQLAAQGEMLYLATRIEQENVINHTDEEGFTPLMWAAAHGQIAVVEFLLQNGADPQLLGKGRESALSLACSKGYTDIVKMLLDCGVDVNEYDWNGGTPLLYAVHGNHVKCVKMLLESGADPTIETDSGYNSMDLAVALGYRSVQQVI.... Result: 0 (no interaction). (2) The miRNA is mmu-miR-1955-5p with sequence AGUCCCAGGAUGCACUGCAGCUUUU. The protein sequence of the target gene is MAVTEASLLRQCPLLLPQNRSKTVYEGFISAQGRDFHLRIVLPEDLQLKNARLLCSWQLRTILSGYHRIVQQRMQHSPDLMSFMMELKMLLEVALKNRQELYALPPPPQFYSSLIEEIGTLGWDKLVYADTCFSTIKLKAEDASGREHLITLKLKAKYPAESPDYFVDFPVPFCASWTPQSSLISIYSQFLAAIESLKAFWDVMDEIDEKTWVLEPEKPPRSATARRIALGNNVSINIEVDPRHPTMLPECFFLGADHVVKPLGIKLSRNIHLWDPENSVLQNLKDVLEIDFPARAILEK.... Result: 0 (no interaction). (3) The miRNA is hsa-miR-1825 with sequence UCCAGUGCCCUCCUCUCC. The protein sequence of the target gene is MSRLPVLLLLQLLVRPGLQAPMTQTTPLKTSWVNCSNMIDEIITHLKQPPLPLLDFNNLNGEDQDILMENNLRRPNLEAFNRAVKSLQNASAIESILKNLLPCLPLATAAPTRHPIHIKDGDWNEFRRKLTFYLKTLENAQAQQTTLSLAIF. Result: 0 (no interaction). (4) The miRNA is hsa-miR-4777-3p with sequence AUACCUCAUCUAGAAUGCUGUA. The protein sequence of the target gene is MRPLCMTYWWLGLLATVGAATGPEADVEGTEDGSQREYIYLNRYKRAGESPDKCTYTFIVPQQRVTGAICVNSKEPEVHLENRVHKQELELLNNELLKQKRQIETLQQLVEVDGGIVSEVKLLRKESRNMNSRVTQLYMQLLHEIIRKRDNALELSQLENRILNQTADMLQLASKYKDLEHKFQHLAMLAHNQSEVIAQLEEHCQRVPAARPMPQPPPAAPPRVYQPPTYNRIINQISTNEIQSDQNLKVLPPSLPTMPALTSLPSSTDKPSGPWRDCLQALEDGHSTSSIYLVKPENTN.... Result: 0 (no interaction). (5) The miRNA is hsa-miR-4745-5p with sequence UGAGUGGGGCUCCCGGGACGGCG. The protein sequence of the target gene is MKVLLLKDAKEDDSGLDPYIQELRLCGLEATLIPVLSFEFMSLPSLSEKLSHPEGFGGLIFTSPRAVEAVKLCLEKDNKTEAWEKSLKDRWNAKSVYVVGSATASLVNKIGLDAEGAGSGNAEKLAEYICSKPSSELPLLFPCGTIKGDTLPKMLKDKGIPMESMHVYQTVPHPGIQGSLKSYYEDQGIPASITFFSPSGLKYSLEYIQALSGSSFDQIKFIAIGPSTTRAMAAKGLPVSCTAESPTPQALAAGIRNVLKPNHCC. Result: 0 (no interaction). (6) The miRNA is hsa-miR-1914-3p with sequence GGAGGGGUCCCGCACUGGGAGG. The protein sequence of the target gene is MGTIHLFRKPQRSFFGKLLREFRLVAADRRSWKILLFGVINLICTGFLLMWCSSTNSIALTAYTYLTIFDLFSLMTCLISYWVTLRKPSPVYSFGFERLEVLAVFASTVLAQLGALFILKESAERFLEQPEIHTGRLLVGTFVALCFNLFTMLSIRNKPFAYVSEAASTSWLQEHVADLSRSLCGIIPGLSSIFLPRMNPFVLIDLAGAFALCITYMLIEINNYFAVDTASAIAIALMTFGTMYPMSVYSGKVLLQTTPPHVIGQLDKLIREVSTLDGVLEVRNEHFWTLGFGSLAGSVH.... Result: 0 (no interaction). (7) The miRNA is hsa-miR-1908-5p with sequence CGGCGGGGACGGCGAUUGGUC. The protein sequence of the target gene is MGKSCKVVVCGQASVGKTSILEQLLYGNHVVGSEMIETQEDIYVGSIETDRGVREQVRFYDTRGLRDGAELPRHCFSCTDGYVLVYSTDSRESFQRVELLKKEIDKSKDKKEVTIVVLGNKCDLQEQRRVDPDVAQHWAKSEKVKLWEVSVADRRSLLEPFVYLASKMTQPQSKSAFPLSRKNKGSGSLDG. Result: 1 (interaction). (8) The miRNA is mmu-miR-1224-5p with sequence GUGAGGACUGGGGAGGUGGAG. The protein sequence of the target gene is MSGQVGDLSPSQEKSLAQFRENIQDVLSALPNPDDYFLLRWLQARSFDLQKSEDMLRKHMEFRKQQDLANILAWQPPEVVRLYNANGICGHDGEGSPVWYHIVGSLDPKGLLLSASKQELLRDSFRSCELLLRECELQSQKLGKRVEKIIAIFGLEGLGLRDLWKPGIELLQEFFSALEANYPEILKSLIVVRAPKLFAVAFNLVKSYMSEETRRKVVILGDNWKQELTKFISPDQLPVEFGGTMTDPDGNPKCLTKINYGGEVPKSYYLCKQVRLQYEHTRSVGRGSSLQVENEILFPG.... Result: 0 (no interaction). (9) The miRNA is hsa-miR-3150a-5p with sequence CAACCUCGACGAUCUCCUCAGC. The protein sequence of the target gene is MPARLETCISDLDCASSSGSDLSGFLTDEEDCARLQQAASASGPPAPARRGAPNISRASEVPGAQDDEQERRRRRGRTRVRSEALLHSLRRSRRVKANDRERNRMHNLNAALDALRSVLPSFPDDTKLTKIETLRFAYNYIWALAETLRLADQGLPGGGARERLLPPQCVPCLPGPPSPASDAESWGSGAAAASPLSDPSSPAASEDFTYRPGDPVFSFPSLPKDLLHTTPCFIPYH. Result: 0 (no interaction).